This data is from Peptide-MHC class I binding affinity with 185,985 pairs from IEDB/IMGT. The task is: Regression. Given a peptide amino acid sequence and an MHC pseudo amino acid sequence, predict their binding affinity value. This is MHC class I binding data. The peptide sequence is YPPPRYITV. The MHC is HLA-A69:01 with pseudo-sequence HLA-A69:01. The binding affinity (normalized) is 0.609.